Dataset: Catalyst prediction with 721,799 reactions and 888 catalyst types from USPTO. Task: Predict which catalyst facilitates the given reaction. Reactant: [Cl:1][C:2]1[C:3]2[N:4]([CH:12]=[C:13]([C:15]([NH:17][NH:18][C:19](=O)[C:20]3[CH:25]=[C:24]([F:26])[C:23]([O:27][CH3:28])=[CH:22][C:21]=3[Cl:29])=O)[N:14]=2)[CH:5]=[C:6]([C:8]([F:11])([F:10])[F:9])[CH:7]=1.N1C=CC=CC=1.COC1C=CC(P2(SP(C3C=CC(OC)=CC=3)(=S)S2)=[S:46])=CC=1. Product: [Cl:29][C:21]1[CH:22]=[C:23]([O:27][CH3:28])[C:24]([F:26])=[CH:25][C:20]=1[C:19]1[S:46][C:15]([C:13]2[N:14]=[C:3]3[C:2]([Cl:1])=[CH:7][C:6]([C:8]([F:11])([F:10])[F:9])=[CH:5][N:4]3[CH:12]=2)=[N:17][N:18]=1. The catalyst class is: 11.